This data is from Forward reaction prediction with 1.9M reactions from USPTO patents (1976-2016). The task is: Predict the product of the given reaction. (1) The product is: [ClH:1].[NH2:9][CH2:8][CH2:7][NH:6][C:4](=[O:5])[C:3]1[CH:17]=[CH:18][CH:19]=[CH:20][C:2]=1[Cl:1]. Given the reactants [Cl:1][C:2]1[CH:20]=[CH:19][CH:18]=[CH:17][C:3]=1[C:4]([NH:6][CH2:7][CH2:8][NH:9]C(=O)OC(C)(C)C)=[O:5].O1CCOCC1.Cl, predict the reaction product. (2) Given the reactants [CH2:1]([OH:7])[CH2:2][CH2:3][CH2:4][C:5]#[CH:6].[CH3:8][C:9]1[CH:14]=[CH:13][C:12]([S:15](Cl)(=[O:17])=[O:16])=[CH:11][CH:10]=1, predict the reaction product. The product is: [CH3:8][C:9]1[CH:14]=[CH:13][C:12]([S:15]([O:7][CH2:1][CH2:2][CH2:3][CH2:4][C:5]#[CH:6])(=[O:17])=[O:16])=[CH:11][CH:10]=1. (3) Given the reactants [F:1][C:2]1[CH:3]=[C:4]([CH:9]=[CH:10][C:11]=1[C:12]1[CH:17]=[N:16][C:15]([O:18][CH2:19][CH:20]2[CH2:25][CH2:24][N:23]([CH2:26][C:27]3([C:31]([F:34])([F:33])[F:32])[CH2:30][CH2:29][CH2:28]3)[CH2:22][CH2:21]2)=[CH:14][N:13]=1)[C:5]([O:7]C)=[O:6].O[Li].O, predict the reaction product. The product is: [F:1][C:2]1[CH:3]=[C:4]([CH:9]=[CH:10][C:11]=1[C:12]1[CH:17]=[N:16][C:15]([O:18][CH2:19][CH:20]2[CH2:21][CH2:22][N:23]([CH2:26][C:27]3([C:31]([F:34])([F:32])[F:33])[CH2:28][CH2:29][CH2:30]3)[CH2:24][CH2:25]2)=[CH:14][N:13]=1)[C:5]([OH:7])=[O:6]. (4) Given the reactants [F:1][C:2]1[CH:7]=[C:6]([O:8][C:9]2[CH:14]=[CH:13][N:12]=[C:11]3[CH:15]=[C:16](I)[S:17][C:10]=23)[C:5]([F:19])=[CH:4][C:3]=1[C:20]1[C:21](=[O:34])[N:22]([CH3:33])[C:23]([NH:26][C:27]2[CH:32]=[CH:31][CH:30]=[CH:29][CH:28]=2)=[N:24][CH:25]=1.[N:35]1([C:41]([C:43]2[CH:48]=[CH:47][C:46](B(O)O)=[CH:45][CH:44]=2)=[O:42])[CH2:40][CH2:39][O:38][CH2:37][CH2:36]1.[Cl-].[Li+], predict the reaction product. The product is: [F:1][C:2]1[CH:7]=[C:6]([O:8][C:9]2[CH:14]=[CH:13][N:12]=[C:11]3[CH:15]=[C:16]([C:46]4[CH:45]=[CH:44][C:43]([C:41]([N:35]5[CH2:40][CH2:39][O:38][CH2:37][CH2:36]5)=[O:42])=[CH:48][CH:47]=4)[S:17][C:10]=23)[C:5]([F:19])=[CH:4][C:3]=1[C:20]1[C:21](=[O:34])[N:22]([CH3:33])[C:23]([NH:26][C:27]2[CH:32]=[CH:31][CH:30]=[CH:29][CH:28]=2)=[N:24][CH:25]=1. (5) Given the reactants [F:1][C:2]1[CH:3]=[C:4]2[C:8](=[CH:9][CH:10]=1)[N:7]([CH2:11][C:12]([O:14][CH3:15])=[O:13])[C:6]([CH3:16])=[C:5]2CC1C=NC(OC)=CC=1.FC1C=C(C=C(F)C=1)CN1C(=O)C=CC(CC2C3C(=CC=C(F)C=3)N(CC(O)=O)C=2C)=C1.[CH2:58]([N:65]1[C:70](=[O:71])[CH2:69][CH2:68][C:67]([CH:72]=O)=[N:66]1)[C:59]1[CH:64]=[CH:63][CH:62]=[CH:61][CH:60]=1.C([SiH](CC)CC)C.FC(F)(F)C(O)=O, predict the reaction product. The product is: [CH2:58]([N:65]1[C:70](=[O:71])[CH2:69][CH2:68][C:67]([CH2:72][C:5]2[C:4]3[C:8](=[CH:9][CH:10]=[C:2]([F:1])[CH:3]=3)[N:7]([CH2:11][C:12]([O:14][CH3:15])=[O:13])[C:6]=2[CH3:16])=[N:66]1)[C:59]1[CH:60]=[CH:61][CH:62]=[CH:63][CH:64]=1. (6) Given the reactants [ClH:1].[NH:2]1[C:6]2=[N:7][CH:8]=[CH:9][C:10]([O:11][C:12]3[CH:17]=[CH:16][C:15]([NH:18]C4C(C(NC5C=CC(F)=CC=5F)=O)=CN=CC=4)=[CH:14][C:13]=3[F:36])=[C:5]2[CH:4]=[CH:3]1.[Br:37][C:38]1[CH:39]=[N:40][C:41](F)=[C:42]([CH:54]=1)[C:43]([NH:45][C:46]1[CH:51]=[CH:50][C:49]([F:52])=[CH:48][C:47]=1[F:53])=[O:44].Cl.O1CCOCC1, predict the reaction product. The product is: [ClH:1].[ClH:1].[NH:2]1[C:6]2=[N:7][CH:8]=[CH:9][C:10]([O:11][C:12]3[CH:17]=[CH:16][C:15]([NH:18][C:41]4[N:40]=[CH:39][C:38]([Br:37])=[CH:54][C:42]=4[C:43]([NH:45][C:46]4[CH:51]=[CH:50][C:49]([F:52])=[CH:48][C:47]=4[F:53])=[O:44])=[CH:14][C:13]=3[F:36])=[C:5]2[CH:4]=[CH:3]1. (7) The product is: [CH3:40][O:39][C:17]1[C:18]([O:22][CH2:23][C:24]2[S:25][C:26]([C:35]([F:38])([F:36])[F:37])=[C:27]([C:29]3[CH:30]=[CH:31][CH:32]=[CH:33][CH:34]=3)[CH:28]=2)=[CH:19][CH:20]=[C:21]2[C:16]=1[CH2:15][CH2:14][N:13]2[C:11](=[O:12])[CH2:10][NH:9][CH2:8][CH2:7][C:6]([OH:48])=[O:5]. Given the reactants C([O:5][C:6](=[O:48])[CH2:7][CH2:8][N:9](C(OC(C)(C)C)=O)[CH2:10][C:11]([N:13]1[C:21]2[C:16](=[C:17]([O:39][CH3:40])[C:18]([O:22][CH2:23][C:24]3[S:25][C:26]([C:35]([F:38])([F:37])[F:36])=[C:27]([C:29]4[CH:34]=[CH:33][CH:32]=[CH:31][CH:30]=4)[CH:28]=3)=[CH:19][CH:20]=2)[CH2:15][CH2:14]1)=[O:12])(C)(C)C.Cl.O1CCOCC1, predict the reaction product.